Dataset: Reaction yield outcomes from USPTO patents with 853,638 reactions. Task: Predict the reaction yield, written as a fraction of the theoretical maximum amount of product (1.0 means a 100% yield; for example, 0.34 means a 34% yield). (1) The yield is 0.100. No catalyst specified. The product is [CH3:13][N:14]([C:22]1[CH:23]=[N:24][CH:25]=[C:26]([N:28]2[CH2:33][CH2:32][O:31][CH2:30][CH2:29]2)[CH:27]=1)[C:15]1[CH:20]=[CH:19][C:18]([O:21][C:2]2[N:3]=[C:4]([OH:12])[C:5]3[CH:11]=[CH:10][N:9]=[CH:8][C:6]=3[N:7]=2)=[CH:17][CH:16]=1. The reactants are Cl[C:2]1[N:3]=[C:4]([OH:12])[C:5]2[CH:11]=[CH:10][N:9]=[CH:8][C:6]=2[N:7]=1.[CH3:13][N:14]([C:22]1[CH:23]=[N:24][CH:25]=[C:26]([N:28]2[CH2:33][CH2:32][O:31][CH2:30][CH2:29]2)[CH:27]=1)[C:15]1[CH:20]=[CH:19][C:18]([OH:21])=[CH:17][CH:16]=1. (2) The reactants are Br[C:2]1[CH:7]=[CH:6][CH:5]=[CH:4][CH:3]=1.[Li]CCCC.[NH2:13][C:14]1[N:19]=[CH:18][CH:17]=[CH:16][N:15]=1. The catalyst is C1COCC1.C1(C)C=CC=CC=1. The product is [C:2]1([C:16]2[CH:17]=[CH:18][N:19]=[C:14]([NH2:13])[N:15]=2)[CH:7]=[CH:6][CH:5]=[CH:4][CH:3]=1. The yield is 0.100. (3) The reactants are [C:1](=[N:14][CH2:15][C:16]1[C:17]([Cl:32])=[C:18]2[C:22](=[CH:23][CH:24]=1)[N:21]([C:25]([O:27][C:28]([CH3:31])([CH3:30])[CH3:29])=[O:26])[CH:20]=[CH:19]2)([C:8]1[CH:13]=[CH:12][CH:11]=[CH:10][CH:9]=1)[C:2]1[CH:7]=[CH:6][CH:5]=[CH:4][CH:3]=1.IC.[CH3:35]C(C)([O-])C.[K+]. The catalyst is C1COCC1.CCOC(C)=O. The product is [C:1](=[N:14][CH:15]([C:16]1[C:17]([Cl:32])=[C:18]2[C:22](=[CH:23][CH:24]=1)[N:21]([C:25]([O:27][C:28]([CH3:29])([CH3:31])[CH3:30])=[O:26])[CH:20]=[CH:19]2)[CH3:35])([C:8]1[CH:13]=[CH:12][CH:11]=[CH:10][CH:9]=1)[C:2]1[CH:3]=[CH:4][CH:5]=[CH:6][CH:7]=1. The yield is 0.946.